This data is from Forward reaction prediction with 1.9M reactions from USPTO patents (1976-2016). The task is: Predict the product of the given reaction. Given the reactants [Cl:1][C:2]1[CH:3]=[C:4]([OH:26])[CH:5]=[CH:6][C:7]=1[CH:8]([CH3:25])[C:9]([OH:24])([C:14]1[CH:15]=[N:16][C:17]2[C:22]([CH:23]=1)=[CH:21][CH:20]=[CH:19][CH:18]=2)[C:10]([F:13])([F:12])[F:11].[CH3:27][O:28][C:29]([C:31]1([C:34]2[CH:39]=[CH:38][C:37]([CH2:40]Br)=[CH:36][CH:35]=2)[CH2:33][CH2:32]1)=[O:30], predict the reaction product. The product is: [CH3:27][O:28][C:29]([C:31]1([C:34]2[CH:35]=[CH:36][C:37]([CH2:40][O:26][C:4]3[CH:5]=[CH:6][C:7]([CH:8]([CH3:25])[C:9]([OH:24])([C:14]4[CH:15]=[N:16][C:17]5[C:22]([CH:23]=4)=[CH:21][CH:20]=[CH:19][CH:18]=5)[C:10]([F:11])([F:13])[F:12])=[C:2]([Cl:1])[CH:3]=3)=[CH:38][CH:39]=2)[CH2:33][CH2:32]1)=[O:30].